Dataset: Reaction yield outcomes from USPTO patents with 853,638 reactions. Task: Predict the reaction yield, written as a fraction of the theoretical maximum amount of product (1.0 means a 100% yield; for example, 0.34 means a 34% yield). (1) The reactants are [C:1]([C:5]1[CH:10]=[CH:9][C:8]([N+:11]([O-:13])=[O:12])=[CH:7][C:6]=1[OH:14])([CH3:4])([CH3:3])[CH3:2].[C:15]([O-])([O-])=O.[K+].[K+].CI. The catalyst is CN(C=O)C.O. The product is [C:1]([C:5]1[CH:10]=[CH:9][C:8]([N+:11]([O-:13])=[O:12])=[CH:7][C:6]=1[O:14][CH3:15])([CH3:4])([CH3:2])[CH3:3]. The yield is 0.760. (2) The reactants are [Br:1][C:2]1[CH:3]=[C:4]([S:19](Cl)(=[O:21])=[O:20])[C:5]([C:8]2[C:9]([S:15](Cl)(=[O:17])=[O:16])=[CH:10][C:11]([Br:14])=[CH:12][CH:13]=2)=[CH:6][CH:7]=1.[Cl-].[Al+3].[Cl-].[Cl-].[CH:27]1[CH:32]=[CH:31][CH:30]=[CH:29][CH:28]=1.Cl. The catalyst is [N+](C)([O-])=O. The product is [C:27]1([S:19]([C:4]2[CH:3]=[C:2]([Br:1])[CH:7]=[CH:6][C:5]=2[C:8]2[CH:13]=[CH:12][C:11]([Br:14])=[CH:10][C:9]=2[S:15]([C:2]2[CH:3]=[CH:4][CH:5]=[CH:6][CH:7]=2)(=[O:17])=[O:16])(=[O:21])=[O:20])[CH:32]=[CH:31][CH:30]=[CH:29][CH:28]=1. The yield is 0.740. (3) The product is [N+:15]([C:10]1[CH:9]=[CH:8][C:7]2[CH2:1][CH2:2][N:3]([C:12](=[O:14])[CH3:13])[CH2:4][CH2:5][C:6]=2[CH:11]=1)([O-:17])=[O:16]. The yield is 0.850. The catalyst is C(O)(=O)C.S(=O)(=O)(O)O. The reactants are [CH2:1]1[C:7]2[CH:8]=[CH:9][CH:10]=[CH:11][C:6]=2[CH2:5][CH2:4][N:3]([C:12](=[O:14])[CH3:13])[CH2:2]1.[N+:15]([O-])([OH:17])=[O:16].